Predict the reactants needed to synthesize the given product. From a dataset of Full USPTO retrosynthesis dataset with 1.9M reactions from patents (1976-2016). (1) Given the product [CH:22]1([C:21]2[C:16]([N:13]3[CH2:14][CH2:15][N:10]([C:8]([C:5]4[CH:6]=[CH:7][C:2]([N:34]5[C:33]([CH3:39])([CH3:32])[CH2:37][O:36][C:35]5=[O:38])=[CH:3][C:4]=4[S:28]([CH3:31])(=[O:30])=[O:29])=[O:9])[CH2:11][CH2:12]3)=[N:17][CH:18]=[C:19]([CH:25]3[CH2:27][CH2:26]3)[CH:20]=2)[CH2:24][CH2:23]1, predict the reactants needed to synthesize it. The reactants are: Br[C:2]1[CH:7]=[CH:6][C:5]([C:8]([N:10]2[CH2:15][CH2:14][N:13]([C:16]3[C:21]([CH:22]4[CH2:24][CH2:23]4)=[CH:20][C:19]([CH:25]4[CH2:27][CH2:26]4)=[CH:18][N:17]=3)[CH2:12][CH2:11]2)=[O:9])=[C:4]([S:28]([CH3:31])(=[O:30])=[O:29])[CH:3]=1.[CH3:32][C:33]1([CH3:39])[CH2:37][O:36][C:35](=[O:38])[NH:34]1. (2) Given the product [F:21][C:15]1[CH:16]=[C:17]([F:20])[CH:18]=[CH:19][C:14]=1[O:13][C:4]1[CH:5]=[CH:6][C:7]([C:9]([F:12])([F:11])[F:10])=[CH:8][C:3]=1[B:23]([OH:26])[OH:24], predict the reactants needed to synthesize it. The reactants are: [Mg].Br[C:3]1[CH:8]=[C:7]([C:9]([F:12])([F:11])[F:10])[CH:6]=[CH:5][C:4]=1[O:13][C:14]1[CH:19]=[CH:18][C:17]([F:20])=[CH:16][C:15]=1[F:21].[Br-].[B:23](OC)([O:26]C)[O:24]C.